Dataset: Forward reaction prediction with 1.9M reactions from USPTO patents (1976-2016). Task: Predict the product of the given reaction. (1) Given the reactants [CH:1]1([C:5](Cl)=[O:6])[CH2:4][CH2:3][CH2:2]1.C(N(CC)CC)C.[C:15]([O:19][C:20]([N:22]1[CH2:28][CH2:27][CH2:26][NH:25][CH2:24][CH2:23]1)=[O:21])([CH3:18])([CH3:17])[CH3:16], predict the reaction product. The product is: [C:15]([O:19][C:20]([N:22]1[CH2:28][CH2:27][CH2:26][N:25]([C:5]([CH:1]2[CH2:4][CH2:3][CH2:2]2)=[O:6])[CH2:24][CH2:23]1)=[O:21])([CH3:18])([CH3:16])[CH3:17]. (2) Given the reactants [CH:1]1([C:4]2[CH:9]=[C:8]([CH2:10][OH:11])[C:7]([O:12][CH2:13][CH3:14])=[CH:6][C:5]=2[C:15]2[CH:20]=[CH:19][C:18]([F:21])=[CH:17][CH:16]=2)[CH2:3][CH2:2]1, predict the reaction product. The product is: [CH:1]1([C:4]2[CH:9]=[C:8]([CH:10]=[O:11])[C:7]([O:12][CH2:13][CH3:14])=[CH:6][C:5]=2[C:15]2[CH:16]=[CH:17][C:18]([F:21])=[CH:19][CH:20]=2)[CH2:3][CH2:2]1.